This data is from Reaction yield outcomes from USPTO patents with 853,638 reactions. The task is: Predict the reaction yield, written as a fraction of the theoretical maximum amount of product (1.0 means a 100% yield; for example, 0.34 means a 34% yield). (1) The reactants are [N:1]([CH2:4][CH2:5][C:6]1([C:11]([NH:13][C@@H:14]([CH2:18][C:19]2[CH:24]=[CH:23][C:22]([NH:25][C:26](=[O:35])[C:27]3[C:32]([Cl:33])=[CH:31][CH:30]=[CH:29][C:28]=3[Cl:34])=[CH:21][CH:20]=2)[C:15]([OH:17])=[O:16])=[O:12])[CH2:10][CH2:9][CH2:8][CH2:7]1)=[N+:2]=[N-:3].FC(F)(F)C(OC(=O)C(F)(F)F)=O.[C:49](O)([CH3:52])([CH3:51])[CH3:50]. The catalyst is C(Cl)Cl. The product is [C:49]([O:16][C:15](=[O:17])[C@@H:14]([NH:13][C:11]([C:6]1([CH2:5][CH2:4][N:1]=[N+:2]=[N-:3])[CH2:10][CH2:9][CH2:8][CH2:7]1)=[O:12])[CH2:18][C:19]1[CH:20]=[CH:21][C:22]([NH:25][C:26](=[O:35])[C:27]2[C:28]([Cl:34])=[CH:29][CH:30]=[CH:31][C:32]=2[Cl:33])=[CH:23][CH:24]=1)([CH3:52])([CH3:51])[CH3:50]. The yield is 0.281. (2) The reactants are Br[C:2]1[C:3](=[O:14])[C:4]([CH3:13])([CH3:12])[O:5][C:6]=1[C:7]1[N:8]=[CH:9][S:10][CH:11]=1.CC1(C)C(C)(C)OB([C:23]2[CH:40]=[CH:39][C:26]([O:27][CH2:28][C:29]3[CH:38]=[CH:37][C:36]4[C:31](=[CH:32][CH:33]=[CH:34][CH:35]=4)[N:30]=3)=[CH:25][CH:24]=2)O1.C([O-])([O-])=O.[Cs+].[Cs+]. The catalyst is C1(C)C=CC=CC=1.O.C1C=CC(P(C2C=CC=CC=2)[C-]2C=CC=C2)=CC=1.C1C=CC(P(C2C=CC=CC=2)[C-]2C=CC=C2)=CC=1.Cl[Pd]Cl.[Fe+2]. The product is [CH3:12][C:4]1([CH3:13])[C:3](=[O:14])[C:2]([C:23]2[CH:24]=[CH:25][C:26]([O:27][CH2:28][C:29]3[CH:38]=[CH:37][C:36]4[C:31](=[CH:32][CH:33]=[CH:34][CH:35]=4)[N:30]=3)=[CH:39][CH:40]=2)=[C:6]([C:7]2[N:8]=[CH:9][S:10][CH:11]=2)[O:5]1. The yield is 0.180. (3) The reactants are [F:1][C:2]1[CH:7]=[CH:6][C:5]([N:8]2[C:12](=[O:13])[C:11]([C:14]([O:16][CH2:17][CH3:18])=[O:15])=[C:10]([CH3:19])[N:9]2[CH3:20])=[CH:4][CH:3]=1.N(C(C)(C)C#N)=NC(C)(C)C#N.[Br:33]N1C(=O)CCC1=O.CCOC(C)=O. The catalyst is C(Cl)Cl. The product is [Br:33][CH2:19][C:10]1[N:9]([CH3:20])[N:8]([C:5]2[CH:4]=[CH:3][C:2]([F:1])=[CH:7][CH:6]=2)[C:12](=[O:13])[C:11]=1[C:14]([O:16][CH2:17][CH3:18])=[O:15]. The yield is 0.840. (4) The reactants are [CH2:1]([O:8][C:9]1[CH:14]=[CH:13][CH:12]=[C:11]([O:15][CH2:16][C:17]2[CH:22]=[CH:21][CH:20]=[CH:19][CH:18]=2)[C:10]=1[C:23](=O)[CH3:24])[C:2]1[CH:7]=[CH:6][CH:5]=[CH:4][CH:3]=1.[CH:26]([CH:28]1[CH2:33][CH2:32][CH2:31][N:30]([C:34]([O:36][C:37]([CH3:40])([CH3:39])[CH3:38])=[O:35])[CH2:29]1)=O.[C:41]([O:45][C:46](=[O:50])[CH2:47][C:48]#[N:49])([CH3:44])([CH3:43])[CH3:42].C([O-])(=O)C.[NH4+:55]. The catalyst is COCCOC. The product is [NH2:49][C:48]1[N:55]=[C:23]([C:10]2[C:9]([O:8][CH2:1][C:2]3[CH:7]=[CH:6][CH:5]=[CH:4][CH:3]=3)=[CH:14][CH:13]=[CH:12][C:11]=2[O:15][CH2:16][C:17]2[CH:22]=[CH:21][CH:20]=[CH:19][CH:18]=2)[CH:24]=[C:26]([CH:28]2[CH2:33][CH2:32][CH2:31][N:30]([C:34]([O:36][C:37]([CH3:40])([CH3:39])[CH3:38])=[O:35])[CH2:29]2)[C:47]=1[C:46]([O:45][C:41]([CH3:44])([CH3:43])[CH3:42])=[O:50]. The yield is 0.160. (5) The reactants are [CH2:1]([C:3]1[C:4]([O:15]C)=[N:5][C:6]([CH3:14])=[C:7]([N:9]2[CH:13]=[CH:12][CH:11]=[N:10]2)[CH:8]=1)[CH3:2].[I-].[Na+].C(#N)C.Cl[Si](C)(C)C. The catalyst is O. The product is [CH2:1]([C:3]1[C:4](=[O:15])[NH:5][C:6]([CH3:14])=[C:7]([N:9]2[CH:13]=[CH:12][CH:11]=[N:10]2)[CH:8]=1)[CH3:2]. The yield is 0.820. (6) The reactants are [CH:1]1([CH:7]([NH:17][C:18]2[CH:27]=[CH:26][C:21]([C:22]([O:24]C)=[O:23])=[CH:20][CH:19]=2)[C:8]2[CH:12]=[C:11]([CH:13]=[O:14])[S:10][C:9]=2[CH2:15][CH3:16])[CH2:6][CH2:5][CH2:4][CH2:3][CH2:2]1.[CH:28]([Mg]Br)([CH3:30])[CH3:29].O1CCCC1.[Cl-].[NH4+].[OH-].[Na+]. The catalyst is O1CCCC1.C(O)C. The product is [CH:1]1([CH:7]([NH:17][C:18]2[CH:27]=[CH:26][C:21]([C:22]([OH:24])=[O:23])=[CH:20][CH:19]=2)[C:8]2[CH:12]=[C:11]([CH:13]([OH:14])[CH:28]([CH3:30])[CH3:29])[S:10][C:9]=2[CH2:15][CH3:16])[CH2:6][CH2:5][CH2:4][CH2:3][CH2:2]1. The yield is 0.600. (7) The reactants are [N+:1]([C:4]1[CH:5]=[C:6]([CH:10]=[CH:11][CH:12]=1)[CH:7]=[N:8][OH:9])([O-:3])=[O:2].[Cl:13]Cl. The catalyst is C(Cl)(Cl)Cl. The product is [ClH:13].[N+:1]([C:4]1[CH:5]=[C:6]([CH:10]=[CH:11][CH:12]=1)[C:7]#[N+:8][O-:9])([O-:3])=[O:2]. The yield is 1.00. (8) The reactants are [CH2:1]([O:8][C:9]1[C:10](F)=[C:11]([F:33])[C:12]([NH:25][C:26]2[CH:31]=[CH:30][CH:29]=[CH:28][C:27]=2[Cl:32])=[C:13]([CH:24]=1)[C:14]([O:16][CH2:17][C:18]1[CH:23]=[CH:22][CH:21]=[CH:20][CH:19]=1)=[O:15])[C:2]1[CH:7]=[CH:6][CH:5]=[CH:4][CH:3]=1.[N-:35]=[N+:36]=[N-:37].[Na+].O. The catalyst is CN(C=O)C. The product is [N:35]([C:10]1[C:9]([O:8][CH2:1][C:2]2[CH:7]=[CH:6][CH:5]=[CH:4][CH:3]=2)=[CH:24][C:13]([C:14]([O:16][CH2:17][C:18]2[CH:23]=[CH:22][CH:21]=[CH:20][CH:19]=2)=[O:15])=[C:12]([NH:25][C:26]2[CH:31]=[CH:30][CH:29]=[CH:28][C:27]=2[Cl:32])[C:11]=1[F:33])=[N+:36]=[N-:37]. The yield is 0.788.